Binary Classification. Given a drug SMILES string, predict its activity (active/inactive) in a high-throughput screening assay against a specified biological target. From a dataset of M1 muscarinic receptor antagonist screen with 61,756 compounds. The drug is O=C(Nc1cc(OC)cc(OC)c1)CN1CCN(CC1)CC(=O)Nc1ccc(OCC)cc1. The result is 0 (inactive).